From a dataset of hERG Central: cardiac toxicity at 1µM, 10µM, and general inhibition. Predict hERG channel inhibition at various concentrations. (1) The molecule is O=[N+]([O-])c1cc2c(cc1[N+](=O)[O-])OCCOCCOCCOCCO2. Results: hERG_inhib (hERG inhibition (general)): blocker. (2) The compound is Cn1c(-c2ccc(Br)cc2)cnc1NCc1ccc(C#N)cc1.O=C(O)C(=O)O. Results: hERG_inhib (hERG inhibition (general)): blocker. (3) The compound is CCOc1cc(CNCCCN2CCOCC2)cc(Br)c1OCc1ccccc1Cl.Cl. Results: hERG_inhib (hERG inhibition (general)): blocker. (4) The molecule is Cc1ccc(OCC(=O)N2CCN(c3nnc(-c4ccccc4)c4ccccc34)CC2)cc1. Results: hERG_inhib (hERG inhibition (general)): blocker. (5) The compound is COc1ccc(NC(=O)CN(C)C(=O)c2ccc(NC3CC3)c([N+](=O)[O-])c2)cc1. Results: hERG_inhib (hERG inhibition (general)): blocker. (6) The molecule is Cn1c(=O)[nH]c(=O)c2c1nc(N1CCCCC1)n2CC(O)COc1ccc([N+](=O)[O-])cc1. Results: hERG_inhib (hERG inhibition (general)): blocker. (7) The molecule is O=C(O)C(=O)O.O=[N+]([O-])c1ccc(S(=O)(=O)N2CCN(Cc3c[nH]c4ccccc34)CC2)cc1. Results: hERG_inhib (hERG inhibition (general)): blocker. (8) The compound is Cc1ccc(C(=O)C2CCN(CC(=O)NCc3ccc(F)cc3)CC2)cc1. Results: hERG_inhib (hERG inhibition (general)): blocker. (9) The molecule is Cc1ccc2c(c1)C1CN(C)CCC1N2C(=O)c1cn(-c2ccccc2)nc1-c1ccccc1. Results: hERG_inhib (hERG inhibition (general)): blocker.